Dataset: Full USPTO retrosynthesis dataset with 1.9M reactions from patents (1976-2016). Task: Predict the reactants needed to synthesize the given product. (1) Given the product [CH3:26][N:9]1[C:8]2[CH:27]=[CH:28][C:5]([C:3]([OH:4])=[O:2])=[CH:6][C:7]=2[N:11]=[C:10]1[NH:12][C:13]1[S:14][C:15]2[CH:21]=[C:20]([C:22]([F:24])([F:23])[F:25])[CH:19]=[CH:18][C:16]=2[N:17]=1, predict the reactants needed to synthesize it. The reactants are: C[O:2][C:3]([C:5]1[CH:28]=[CH:27][C:8]2[N:9]([CH3:26])[C:10]([NH:12][C:13]3[S:14][C:15]4[CH:21]=[C:20]([C:22]([F:25])([F:24])[F:23])[CH:19]=[CH:18][C:16]=4[N:17]=3)=[N:11][C:7]=2[CH:6]=1)=[O:4].[OH-].[Li+]. (2) Given the product [F:1][C:2]1[CH:7]=[C:6]([NH2:8])[CH:5]=[CH:4][C:3]=1[N:11]1[CH2:12][CH2:13][N:14]([CH3:17])[CH2:15][CH2:16]1, predict the reactants needed to synthesize it. The reactants are: [F:1][C:2]1[CH:7]=[C:6]([N+:8]([O-])=O)[CH:5]=[CH:4][C:3]=1[N:11]1[CH2:16][CH2:15][N:14]([CH3:17])[CH2:13][CH2:12]1. (3) The reactants are: [CH2:1]1[CH2:5][O:4][C:3]2[CH:6]=[CH:7][C:8]3[CH2:9][CH2:10][CH:11]([CH2:13][CH2:14][NH2:15])[C:12]=3[C:2]1=2.[CH3:16][C@H:17]([C:28]([OH:30])=[O:29])[C:18]1[CH:23]=[CH:22][C:21]([CH2:24][CH:25]([CH3:27])[CH3:26])=[CH:20][CH:19]=1. Given the product [CH2:1]1[CH2:5][O:4][C:3]2[CH:6]=[CH:7][C:8]3[CH2:9][CH2:10][C@@H:11]([CH2:13][CH2:14][NH2:15])[C:12]=3[C:2]1=2.[CH2:24]([C:21]1[CH:20]=[CH:19][C:18]([C@H:17]([CH3:16])[C:28]([OH:30])=[O:29])=[CH:23][CH:22]=1)[CH:25]([CH3:27])[CH3:26], predict the reactants needed to synthesize it. (4) Given the product [I:18][C:2]1[CH:10]=[CH:9][C:8]2[C:4](=[CH:5][N:6]([C:11]3[CH:16]=[CH:15][C:14]([F:17])=[CH:13][CH:12]=3)[N:7]=2)[CH:3]=1, predict the reactants needed to synthesize it. The reactants are: Br[C:2]1[CH:10]=[CH:9][C:8]2[C:4](=[CH:5][N:6]([C:11]3[CH:16]=[CH:15][C:14]([F:17])=[CH:13][CH:12]=3)[N:7]=2)[CH:3]=1.[I-:18].[Na+].CNCCNC. (5) Given the product [C:1]12[CH:24]=[C:22]3[N:23]=[C:19]([CH:20]=[CH:21]3)[CH:18]=[C:16]3[NH:17][C:13]([CH:14]=[CH:15]3)=[CH:12][C:10]3=[N:11][C:7]([CH:8]=[CH:9]3)=[CH:6][C:4]([NH:5]1)=[CH:3][CH:2]=2.[Cu:33], predict the reactants needed to synthesize it. The reactants are: [C:1]12[CH:24]=[C:22]3[N:23]=[C:19]([CH:20]=[CH:21]3)[CH:18]=[C:16]3[NH:17][C:13]([CH:14]=[CH:15]3)=[CH:12][C:10]3=[N:11][C:7]([CH:8]=[CH:9]3)=[CH:6][C:4]([NH:5]1)=[CH:3][CH:2]=2.CC([O-])=O.CC([O-])=O.[Cu+2:33].O. (6) Given the product [CH3:11][O:10][C:6]1[CH:7]=[CH:8][C:9]([N+:12]([O-:14])=[O:13])=[C:2]([OH:1])[C:3]=1[CH:4]=[O:5], predict the reactants needed to synthesize it. The reactants are: [OH:1][C:2]1[CH:9]=[CH:8][CH:7]=[C:6]([O:10][CH3:11])[C:3]=1[CH:4]=[O:5].[N+:12]([O-])([OH:14])=[O:13]. (7) Given the product [CH3:25][O:24][N:23]([CH3:22])[C:7]([C:2]1[CH:3]=[N:4][CH:5]=[CH:6][N:1]=1)=[O:9], predict the reactants needed to synthesize it. The reactants are: [N:1]1[CH:6]=[CH:5][N:4]=[CH:3][C:2]=1[C:7]([OH:9])=O.C(Cl)(=O)C(Cl)=O.CN(C)C=O.Cl.[CH3:22][NH:23][O:24][CH3:25].C(N(CC)CC)C. (8) Given the product [C:7]([NH:10][CH2:11][C@@H:12]1[O:16][C:15](=[O:17])[N:14]([C:18]2[CH:23]=[CH:22][C:21]([S:24]([CH2:25][CH2:26][OH:27])=[O:2])=[C:20]([F:28])[CH:19]=2)[CH2:13]1)(=[O:9])[CH3:8], predict the reactants needed to synthesize it. The reactants are: I([O-])(=O)(=O)=[O:2].[Na+].[C:7]([NH:10][CH2:11][C@@H:12]1[O:16][C:15](=[O:17])[N:14]([C:18]2[CH:23]=[CH:22][C:21]([S:24][CH2:25][CH2:26][OH:27])=[C:20]([F:28])[CH:19]=2)[CH2:13]1)(=[O:9])[CH3:8]. (9) The reactants are: [C:1]([O:4][CH2:5][CH:6]=[CH:7][C:8]1[CH:13]=[CH:12][CH:11]=[CH:10][CH:9]=1)(=O)[CH3:2].C(O)C=[CH:16][C:17]1[CH:22]=[CH:21][CH:20]=[CH:19][CH:18]=1. Given the product [CH2:1]([O:4][CH2:5][CH:6]=[CH:7][C:8]1[CH:13]=[CH:12][CH:11]=[CH:10][CH:9]=1)[CH:2]=[CH:16][C:17]1[CH:22]=[CH:21][CH:20]=[CH:19][CH:18]=1, predict the reactants needed to synthesize it.